Task: Binary Classification. Given a T-cell receptor sequence (or CDR3 region) and an epitope sequence, predict whether binding occurs between them.. Dataset: TCR-epitope binding with 47,182 pairs between 192 epitopes and 23,139 TCRs (1) The epitope is HTTDPSFLGRY. The TCR CDR3 sequence is CASSQDETDPNEQYF. Result: 1 (the TCR binds to the epitope). (2) The epitope is YLDAYNMMI. The TCR CDR3 sequence is CASSLNGADGYTF. Result: 0 (the TCR does not bind to the epitope). (3) The epitope is KPLEFGATSAAL. The TCR CDR3 sequence is CSVGEGRGDEQYF. Result: 0 (the TCR does not bind to the epitope). (4) The epitope is ELAGIGILTV. The TCR CDR3 sequence is CAIQPLLAGAYNEQFF. Result: 1 (the TCR binds to the epitope). (5) The epitope is EIYKRWII. The TCR CDR3 sequence is CASSEPPGVRGEAFF. Result: 1 (the TCR binds to the epitope). (6) The epitope is AYAQKIFKI. The TCR CDR3 sequence is CATSPGTTYYEQYF. Result: 0 (the TCR does not bind to the epitope).